From a dataset of Forward reaction prediction with 1.9M reactions from USPTO patents (1976-2016). Predict the product of the given reaction. (1) Given the reactants [C:1]([O:5][C:6]([N:8]([C:42]([O:44][C:45]([CH3:48])([CH3:47])[CH3:46])=[O:43])[C:9]1[C:10]([C:16]2[O:20][N:19]=[C:18]([C:21]3[CH:26]=[CH:25][C:24]([CH2:27][N:28]([CH:36]4[CH2:41][CH2:40][O:39][CH2:38][CH2:37]4)[C:29](=[O:35])[O:30][C:31]([CH3:34])([CH3:33])[CH3:32])=[CH:23][CH:22]=3)[CH:17]=2)=[N:11][C:12](Br)=[CH:13][N:14]=1)=[O:7])([CH3:4])([CH3:3])[CH3:2].C([O-])([O-])=O.[K+].[K+].[CH3:55][C:56]([C:60]1[CH:65]=[C:64](B2OC(C)(C)C(C)(C)O2)[CH:63]=[CH:62][N:61]=1)([CH3:59])[C:57]#[N:58], predict the reaction product. The product is: [C:1]([O:5][C:6]([N:8]([C:42]([O:44][C:45]([CH3:48])([CH3:47])[CH3:46])=[O:43])[C:9]1[C:10]([C:16]2[O:20][N:19]=[C:18]([C:21]3[CH:26]=[CH:25][C:24]([CH2:27][N:28]([CH:36]4[CH2:41][CH2:40][O:39][CH2:38][CH2:37]4)[C:29](=[O:35])[O:30][C:31]([CH3:34])([CH3:33])[CH3:32])=[CH:23][CH:22]=3)[CH:17]=2)=[N:11][C:12]([C:64]2[CH:63]=[CH:62][N:61]=[C:60]([C:56]([C:57]#[N:58])([CH3:59])[CH3:55])[CH:65]=2)=[CH:13][N:14]=1)=[O:7])([CH3:4])([CH3:3])[CH3:2]. (2) The product is: [NH2:1][C@@H:4]1[CH2:8][N:7]([CH2:9][CH2:10][O:11][CH3:12])[CH2:6][C@H:5]1[OH:13]. Given the reactants [N:1]([C@@H:4]1[CH2:8][N:7]([CH2:9][CH2:10][O:11][CH3:12])[CH2:6][C@H:5]1[OH:13])=[N+]=[N-], predict the reaction product. (3) Given the reactants [CH:1]([O:4][C:5]1[CH:6]=[C:7]([CH:11]=[CH:12][C:13]=1[CH:14]=[CH2:15])[C:8]([OH:10])=O)([CH3:3])[CH3:2].C(Cl)(=O)C(Cl)=O.C(OC1C=C(C=CC=1C=C)C(Cl)=O)(C)C.[CH:37]([NH:40][CH:41]([CH3:43])[CH3:42])([CH3:39])[CH3:38], predict the reaction product. The product is: [CH:1]([O:4][C:5]1[CH:6]=[C:7]([CH:11]=[CH:12][C:13]=1[CH:14]=[CH2:15])[C:8]([N:40]([CH:41]([CH3:43])[CH3:42])[CH:37]([CH3:39])[CH3:38])=[O:10])([CH3:2])[CH3:3]. (4) Given the reactants [CH3:1][O:2][C:3](=[O:25])[C:4]1[CH:9]=[C:8](I)[CH:7]=[N:6][C:5]=1[O:11][C:12]1[CH:17]=[CH:16][C:15]([O:18][C:19]2[CH:24]=[CH:23][CH:22]=[CH:21][CH:20]=2)=[CH:14][CH:13]=1.[C:26]([O:30][C:31](=[O:39])[NH:32][CH:33]1[CH2:38][CH2:37][CH2:36][NH:35][CH2:34]1)([CH3:29])([CH3:28])[CH3:27].C(=O)([O-])[O-].[Cs+].[Cs+].C1(P(C2CCCCC2)C2C=CC=CC=2C2C(OC(C)C)=CC=CC=2OC(C)C)CCCCC1, predict the reaction product. The product is: [CH3:1][O:2][C:3]([C:4]1[CH:9]=[C:8]([N:35]2[CH2:36][CH2:37][CH2:38][CH:33]([NH:32][C:31]([O:30][C:26]([CH3:29])([CH3:28])[CH3:27])=[O:39])[CH2:34]2)[CH:7]=[N:6][C:5]=1[O:11][C:12]1[CH:17]=[CH:16][C:15]([O:18][C:19]2[CH:24]=[CH:23][CH:22]=[CH:21][CH:20]=2)=[CH:14][CH:13]=1)=[O:25]. (5) Given the reactants [N:1]([CH2:4][C:5]1[CH:20]=[CH:19][C:8](C(NCCCCC(O)=O)=O)=[CH:7][N:6]=1)=[N+:2]=[N-:3].P(OC[C@H]1O[C@@H](N2C3N=CN=C(N)C=3N=C2)[C@H](O)[C@@H]1O)(OP(OP(O)(O)=O)(O)=O)(=O)O.OCC(CO)O, predict the reaction product. The product is: [N:6]1[CH:7]=[CH:8][CH:19]=[CH:20][C:5]=1[CH2:4][N:1]=[N+:2]=[N-:3].